This data is from Full USPTO retrosynthesis dataset with 1.9M reactions from patents (1976-2016). The task is: Predict the reactants needed to synthesize the given product. Given the product [C:2]([O:4][C:35]([N:37]1[CH2:41][C@H:40]([O:42][Si:43]([C:46]([CH3:47])([CH3:48])[CH3:49])([CH3:44])[CH3:45])[CH2:39][CH:38]1/[CH:50]=[CH:8]\[O:9][CH3:10])=[O:36])([CH3:5])([CH3:3])[CH3:1], predict the reactants needed to synthesize it. The reactants are: [CH3:1][C:2]([CH3:5])([O-:4])[CH3:3].[K+].[Cl-].[CH3:8][O:9][CH2:10][P+](C1C=CC=CC=1)(C1C=CC=CC=1)C1C=CC=CC=1.C(O[C:35]([N:37]1[CH2:41][C@H:40]([O:42][Si:43]([C:46]([CH3:49])([CH3:48])[CH3:47])([CH3:45])[CH3:44])[CH2:39][C@H:38]1[CH:50]=O)=[O:36])(C)(C)C.